From a dataset of KCNQ2 potassium channel screen with 302,405 compounds. Binary Classification. Given a drug SMILES string, predict its activity (active/inactive) in a high-throughput screening assay against a specified biological target. The drug is O=C(N1c2c(NC(=O)C1)cccc2)CNC(=O)c1cc(ccc1)C. The result is 0 (inactive).